This data is from hERG Central: cardiac toxicity at 1µM, 10µM, and general inhibition. The task is: Predict hERG channel inhibition at various concentrations. (1) The drug is CC(CC(=O)N1CCN(c2ccc(C(F)(F)F)cn2)CC1)n1ccnc1. Results: hERG_inhib (hERG inhibition (general)): blocker. (2) Results: hERG_inhib (hERG inhibition (general)): blocker. The drug is CCOC(=O)CSc1nc2sc3c(c2c(=O)n1-c1ccc(OCC)cc1)CCN(C)C3. (3) The drug is COc1ccc(CCN(C)Cc2ccc(C(=O)Nc3ccccc3)cc2)cc1OC. Results: hERG_inhib (hERG inhibition (general)): blocker. (4) The molecule is Cc1c(Nc2nc3ccccc3nc2NS(=O)(=O)c2ccccc2)c(=O)n(-c2ccccc2)n1C. Results: hERG_inhib (hERG inhibition (general)): blocker. (5) The molecule is COc1cc2c(cc1OC)CN(c1nc(CN3CCCCC3)nc3sc4c(c13)CCCC4)CC2. Results: hERG_inhib (hERG inhibition (general)): blocker. (6) The compound is CN1CCN(CCC(=O)Nc2ccc(C3CCCC3)cc2)CC1.Cl. Results: hERG_inhib (hERG inhibition (general)): blocker. (7) The compound is COc1ccc(CNCCC(c2ccc(OC(C)C)cc2)c2ccccc2OC)cc1. Results: hERG_inhib (hERG inhibition (general)): blocker. (8) The compound is CN1CCC(NC(=O)c2cc(-c3cccc(Br)c3)nc3ccccc23)CC1. Results: hERG_inhib (hERG inhibition (general)): blocker. (9) Results: hERG_inhib (hERG inhibition (general)): blocker. The drug is O=C(Nc1ccc(Cl)cc1)Nc1cc(S(=O)(=O)N2CCOCC2)ccc1N1CCCC1. (10) The molecule is Cc1cccc(-c2cc3nc(C)c(C)c(NCCCn4ccnc4)n3n2)c1. Results: hERG_inhib (hERG inhibition (general)): blocker.